This data is from Experimentally validated miRNA-target interactions with 360,000+ pairs, plus equal number of negative samples. The task is: Binary Classification. Given a miRNA mature sequence and a target amino acid sequence, predict their likelihood of interaction. (1) The miRNA is hsa-miR-363-3p with sequence AAUUGCACGGUAUCCAUCUGUA. The protein sequence of the target gene is MKLLLLHPAFQSCLLLTLLGLWRTTPEAHASSLGAPAISAASFLQDLIHRYGEGDSLTLQQLKALLNHLDVGVGRGNVTQHVQGHRNLSTCFSSGDLFTAHNFSEQSRIGSSELQEFCPTILQQLDSRACTSENQENEENEQTEEGRPSAVEVWGYGLLCVTVISLCSLLGASVVPFMKKTFYKRLLLYFIALAIGTLYSNALFQLIPEAFGFNPLEDYYVSKSAVVFGGFYLFFFTEKILKILLKQKNEHHHGHSHYASESLPSKKDQEEGVMEKLQNGDLDHMIPQHCSSELDGKAPM.... Result: 1 (interaction). (2) The miRNA is hsa-miR-5706 with sequence UUCUGGAUAACAUGCUGAAGCU. The protein sequence of the target gene is MPGTVATLRFQLLPPEPDDAFWGAPCEQPLERRYQALPALVCIMCCLFGVVYCFFGYRCFKAVLFLTGLLFGSVVIFLLCYRERVLETQLSAGASAGIALGIGLLCGLVAMLVRSVGLFLVGLLLGLLLAAAALLGSAPYYQPGSVWGPLGLLLGGGLLCALLTLRWPRPLTTLATAVTGAALIATAADYFAELLLLGRYVVERLRAAPVPPLCWRSWALLALWPLLSLMGVLVQWRVTAEGDSHTEVVISRQRRRVQLMRIRQQEDRKEKRRKKRPPRAPLRGPRAPPRPGPPDPAYRR.... Result: 0 (no interaction). (3) The miRNA is hsa-miR-1225-3p with sequence UGAGCCCCUGUGCCGCCCCCAG. The protein sequence of the target gene is MGDRGARPGRLMPMLALLSWAAGLGVAEETPGRIPADKLLVITVATKENDGFHRFMNSAKYFNYTVKVLGQGQEWRGGDGMNSIGGGQKVRLLKEAMEHYASQEDLVILFTECFDVVFAGGPEEVLKKFQKTNHKIVFAADGLLWPDKRLADKYPVVHIGKRYLNSGGFIGYAPYISRLVQQWNLQDNDDDQLFYTKVYIDPLKREAFNITLDHKCKIFQALNGATDEVVLKFENGKSRVKNTFYETLPVAINGNGPTKILLNYFGNYVPNSWTQENGCALCDVDTIDLSTVDVPPKVTL.... Result: 0 (no interaction).